Dataset: Full USPTO retrosynthesis dataset with 1.9M reactions from patents (1976-2016). Task: Predict the reactants needed to synthesize the given product. Given the product [Br:1][C:2]1[CH:3]=[N:4][C:5]([O:9][CH:10]2[CH2:11][CH2:12][CH:13]([C:16]([O:18][CH2:19][CH3:20])=[O:17])[CH2:14][CH2:15]2)=[N:6][CH:7]=1, predict the reactants needed to synthesize it. The reactants are: [Br:1][C:2]1[CH:3]=[N:4][C:5](Cl)=[N:6][CH:7]=1.[OH:9][CH:10]1[CH2:15][CH2:14][CH:13]([C:16]([O:18][CH2:19][CH3:20])=[O:17])[CH2:12][CH2:11]1.